From a dataset of Full USPTO retrosynthesis dataset with 1.9M reactions from patents (1976-2016). Predict the reactants needed to synthesize the given product. (1) The reactants are: [CH3:1][C:2]1[S:6][C:5]([C:7]2[CH:8]=[N:9][CH:10]=[CH:11][CH:12]=2)=[N:4][C:3]=1[OH:13].[H-].[Na+].[F:16][C:17]([F:36])([F:35])[S:18](N([S:18]([C:17]([F:36])([F:35])[F:16])(=[O:20])=[O:19])C1C=CC=CC=1)(=[O:20])=[O:19]. Given the product [CH3:1][C:2]1[S:6][C:5]([C:7]2[CH:8]=[N:9][CH:10]=[CH:11][CH:12]=2)=[N:4][C:3]=1[O:13][S:18]([C:17]([F:36])([F:35])[F:16])(=[O:20])=[O:19], predict the reactants needed to synthesize it. (2) Given the product [C:1]([C:5]1[S:6][C:7]2[CH:13]=[C:12]([NH:14][CH2:15][CH3:16])[CH:11]=[CH:10][C:8]=2[N:9]=1)#[N:2], predict the reactants needed to synthesize it. The reactants are: [C-:1]#[N:2].[K+].Cl[C:5]1[S:6][C:7]2[CH:13]=[C:12]([NH:14][CH2:15][CH3:16])[CH:11]=[CH:10][C:8]=2[N:9]=1.P([O-])([O-])([O-])=O.[K+].[K+].[K+]. (3) Given the product [CH3:32][C:17]1[CH:18]=[C:19]([O:21][Si:22]([CH:29]([CH3:31])[CH3:30])([CH:23]([CH3:25])[CH3:24])[CH:26]([CH3:27])[CH3:28])[CH:20]=[C:2]([CH3:1])[C:3]=1[CH2:4][C:5]1[CH:6]=[CH:7][C:8]([O:13][CH2:14][O:15][CH3:16])=[C:9]([OH:41])[CH:12]=1, predict the reactants needed to synthesize it. The reactants are: [CH3:1][C:2]1[CH:20]=[C:19]([O:21][Si:22]([CH:29]([CH3:31])[CH3:30])([CH:26]([CH3:28])[CH3:27])[CH:23]([CH3:25])[CH3:24])[CH:18]=[C:17]([CH3:32])[C:3]=1[CH2:4][C:5]1[CH:6]=[CH:7][C:8]([O:13][CH2:14][O:15][CH3:16])=[C:9]([CH:12]=1)C=O.C1C=C(Cl)C=C(C(OO)=[O:41])C=1.C(=O)(O)[O-].[Na+].